Dataset: Reaction yield outcomes from USPTO patents with 853,638 reactions. Task: Predict the reaction yield, written as a fraction of the theoretical maximum amount of product (1.0 means a 100% yield; for example, 0.34 means a 34% yield). (1) The reactants are [N:1]1([C:7]([C:9]2[CH:10]=[C:11]([CH:13]=[C:14]([C:16]([F:19])([F:18])[F:17])[CH:15]=2)[NH2:12])=[O:8])[CH2:6][CH2:5][O:4][CH2:3][CH2:2]1.N1C=CC=CC=1.Cl[C:27](OC1C=CC=CC=1)=[O:28].[Cl:36][C:37]1[CH:43]=[C:42]([O:44][C:45]2[C:46]3[N:53]([CH3:54])[CH:52]=[CH:51][C:47]=3[N:48]=[CH:49][N:50]=2)[CH:41]=[CH:40][C:38]=1[NH2:39]. The catalyst is CN1CCCC1=O. The product is [Cl:36][C:37]1[CH:43]=[C:42]([O:44][C:45]2[C:46]3[N:53]([CH3:54])[CH:52]=[CH:51][C:47]=3[N:48]=[CH:49][N:50]=2)[CH:41]=[CH:40][C:38]=1[NH:39][C:27]([NH:12][C:11]1[CH:13]=[C:14]([C:16]([F:17])([F:19])[F:18])[CH:15]=[C:9]([C:7]([N:1]2[CH2:6][CH2:5][O:4][CH2:3][CH2:2]2)=[O:8])[CH:10]=1)=[O:28]. The yield is 0.0800. (2) The reactants are [Cl:1][C:2]1[CH:3]=[CH:4][C:5]([O:10][CH3:11])=[C:6]([CH:9]=1)[C:7]#[N:8].[CH2:12]([OH:14])[CH3:13].Cl. The catalyst is C(Cl)Cl. The product is [ClH:1].[Cl:1][C:2]1[CH:3]=[CH:4][C:5]([O:10][CH3:11])=[C:6]([CH:9]=1)[C:7](=[NH:8])[O:14][CH2:12][CH3:13]. The yield is 0.510. (3) The reactants are [CH:1]([C:4]1[CH:9]=[CH:8][C:7]([NH:10][C:11](=[O:19])[CH2:12][CH:13]2[CH2:18][CH2:17][NH:16][CH2:15][CH2:14]2)=[CH:6][CH:5]=1)([CH3:3])[CH3:2].Cl[C:21]1[C:30]2[C:25](=[CH:26][C:27]([O:33][CH3:34])=[C:28]([O:31][CH3:32])[CH:29]=2)[N:24]=[CH:23][N:22]=1.CCN(C(C)C)C(C)C. The catalyst is C(O)(C)C. The product is [CH3:32][O:31][C:28]1[CH:29]=[C:30]2[C:25](=[CH:26][C:27]=1[O:33][CH3:34])[N:24]=[CH:23][N:22]=[C:21]2[N:16]1[CH2:17][CH2:18][CH:13]([CH2:12][C:11]([NH:10][C:7]2[CH:6]=[CH:5][C:4]([CH:1]([CH3:3])[CH3:2])=[CH:9][CH:8]=2)=[O:19])[CH2:14][CH2:15]1. The yield is 0.370. (4) The reactants are C(=O)([O-])[O-].[K+].[K+].ClC1C=C(C=CC=1)C(O)=O.[NH:17]1[C:21]2=[N+:22]([O-:26])[CH:23]=[CH:24][CH:25]=[C:20]2[CH:19]=[CH:18]1. The catalyst is O. The product is [NH:17]1[C:21]2=[N+:22]([O-:26])[CH:23]=[CH:24][CH:25]=[C:20]2[CH:19]=[CH:18]1. The yield is 0.730. (5) The reactants are [CH3:1][CH:2]([CH3:6])[C:3](=O)[CH3:4].BrBr.[CH3:9][CH:10]([CH3:17])[CH2:11][CH2:12][NH:13][C:14]([NH2:16])=[S:15].C([O-])(=O)C.[Na+]. The catalyst is CO. The product is [CH:2]([C:3]1[N:16]=[C:14]([NH:13][CH2:12][CH2:11][CH:10]([CH3:17])[CH3:9])[S:15][CH:4]=1)([CH3:6])[CH3:1]. The yield is 0.210. (6) The reactants are [NH2:1][C:2]1[CH:7]=[CH:6][C:5]([C@@H:8]2[O:13][CH2:12][CH2:11][N:10]([C:14]([O:16][C:17]([CH3:20])([CH3:19])[CH3:18])=[O:15])[CH2:9]2)=[CH:4][CH:3]=1.[C:21]1([C:27]2[CH:31]=[C:30]([C:32](O)=[O:33])[NH:29][N:28]=2)[CH:26]=[CH:25][CH:24]=[CH:23][CH:22]=1.CN1CCOCC1.CN(C(ON1N=NC2C=CC=CC1=2)=[N+](C)C)C.F[P-](F)(F)(F)(F)F. The catalyst is O.CN(C=O)C. The product is [C:21]1([C:27]2[NH:28][N:29]=[C:30]([C:32]([NH:1][C:2]3[CH:7]=[CH:6][C:5]([C@@H:8]4[O:13][CH2:12][CH2:11][N:10]([C:14]([O:16][C:17]([CH3:20])([CH3:19])[CH3:18])=[O:15])[CH2:9]4)=[CH:4][CH:3]=3)=[O:33])[CH:31]=2)[CH:22]=[CH:23][CH:24]=[CH:25][CH:26]=1. The yield is 0.745. (7) The reactants are [CH2:1]([C:3]([C:21]1[CH:26]=[CH:25][C:24]([OH:27])=[C:23]([CH3:28])[CH:22]=1)([C:6]1[CH:11]=[CH:10][C:9](/[CH:12]=[CH:13]/[C:14]([CH2:18][CH3:19])([OH:17])[CH2:15][CH3:16])=[C:8]([CH3:20])[CH:7]=1)[CH2:4][CH3:5])[CH3:2].C([O-])([O-])=O.[K+].[K+].Cl.Cl[CH2:37][C:38]1[CH:43]=[CH:42][N:41]=[CH:40][CH:39]=1.C(OCC)(=O)C. The catalyst is CN(C=O)C. The product is [CH2:18]([C:14]([OH:17])([CH2:15][CH3:16])/[CH:13]=[CH:12]/[C:9]1[CH:10]=[CH:11][C:6]([C:3]([CH2:4][CH3:5])([C:21]2[CH:26]=[CH:25][C:24]([O:27][CH2:37][C:38]3[CH:43]=[CH:42][N:41]=[CH:40][CH:39]=3)=[C:23]([CH3:28])[CH:22]=2)[CH2:1][CH3:2])=[CH:7][C:8]=1[CH3:20])[CH3:19]. The yield is 0.720. (8) The reactants are [OH:1][CH2:2][C:3]1[CH2:8][CH2:7][CH2:6][CH2:5][C:4]=1[C:9]1[CH:14]=[CH:13][C:12]([NH:15][C:16](=[O:25])[C:17]2[C:22]([F:23])=[CH:21][CH:20]=[CH:19][C:18]=2[F:24])=[CH:11][CH:10]=1.CC(OI1(OC(C)=O)(OC(C)=O)OC(=O)C2C=CC=CC1=2)=O. The catalyst is C(Cl)Cl. The product is [CH:2]([C:3]1[CH2:8][CH2:7][CH2:6][CH2:5][C:4]=1[C:9]1[CH:14]=[CH:13][C:12]([NH:15][C:16](=[O:25])[C:17]2[C:18]([F:24])=[CH:19][CH:20]=[CH:21][C:22]=2[F:23])=[CH:11][CH:10]=1)=[O:1]. The yield is 0.780. (9) The reactants are Cl.[CH2:2]([O:4][C:5](=[O:8])[CH2:6][NH2:7])[CH3:3].[N:9]([CH2:12][C:13](OCC)=[O:14])=[C:10]=[S:11].C(N(CC)CC)C. The catalyst is C(#N)C. The product is [CH2:2]([O:4][C:5](=[O:8])[CH2:6][N:7]1[C:13](=[O:14])[CH2:12][NH:9][C:10]1=[S:11])[CH3:3]. The yield is 0.842. (10) The reactants are [CH3:1][C:2]1[CH:7]=[CH:6][C:5]([S:8]([NH:11][CH2:12][CH:13]([C:29]2[CH:34]=[CH:33][CH:32]=[CH:31][CH:30]=2)[CH2:14][C:15]([NH:17][C:18]2[CH:28]=[CH:27][C:21]([C:22]([O:24]CC)=[O:23])=[CH:20][CH:19]=2)=[O:16])(=[O:10])=[O:9])=[CH:4][CH:3]=1.[OH-].[Na+]. The catalyst is CO.C1COCC1. The product is [CH3:1][C:2]1[CH:3]=[CH:4][C:5]([S:8]([NH:11][CH2:12][CH:13]([C:29]2[CH:34]=[CH:33][CH:32]=[CH:31][CH:30]=2)[CH2:14][C:15]([NH:17][C:18]2[CH:19]=[CH:20][C:21]([C:22]([OH:24])=[O:23])=[CH:27][CH:28]=2)=[O:16])(=[O:9])=[O:10])=[CH:6][CH:7]=1. The yield is 0.850.